From a dataset of Reaction yield outcomes from USPTO patents with 853,638 reactions. Predict the reaction yield, written as a fraction of the theoretical maximum amount of product (1.0 means a 100% yield; for example, 0.34 means a 34% yield). (1) The reactants are [CH3:1][C:2]1([CH3:14])[O:6][B:5]([C:7]2[CH:8]=[N:9][NH:10][CH:11]=2)[O:4][C:3]1([CH3:13])[CH3:12].Br[CH2:16][C:17]([O:19][CH2:20][CH3:21])=[O:18].C(=O)([O-])[O-].[Cs+].[Cs+].CN(C)C=O. The catalyst is O. The product is [CH3:12][C:3]1([CH3:13])[C:2]([CH3:14])([CH3:1])[O:6][B:5]([C:7]2[CH:8]=[N:9][N:10]([CH2:16][C:17]([O:19][CH2:20][CH3:21])=[O:18])[CH:11]=2)[O:4]1. The yield is 0.550. (2) The reactants are OCC=C(CCC=C(CCC=C(C)C)C)C.N1C=CN=C1.CN(C)C=O.[Si:27]([Cl:44])([C:40]([CH3:43])([CH3:42])[CH3:41])(C1C=CC=CC=1)[C:28]1[CH:33]=[CH:32][CH:31]=[CH:30][CH:29]=1. The catalyst is ClCCl. The yield is 0.990. The product is [C:40]([SiH:27]([C:28]1[CH:33]=[CH:32][CH:31]=[CH:30][CH:29]=1)[Cl:44])([CH3:43])([CH3:41])[CH3:42]. (3) The reactants are [Cl:1][C:2]1[C:3]([C:25]2[CH:39]=[CH:38][C:28]([O:29][CH2:30][C:31]([O:33]C(C)(C)C)=[O:32])=[CH:27][CH:26]=2)=[C:4]2[C:18]3[CH2:19][CH2:20][S:21](=[O:24])(=[O:23])[CH2:22][C:17]=3[S:16][C:5]2=[N:6][C:7]=1[CH2:8][N:9]1[C:13](=[O:14])[CH2:12][CH2:11][C:10]1=[O:15].Cl.O1CCOCC1. The catalyst is O. The product is [Cl:1][C:2]1[C:3]([C:25]2[CH:39]=[CH:38][C:28]([O:29][CH2:30][C:31]([OH:33])=[O:32])=[CH:27][CH:26]=2)=[C:4]2[C:18]3[CH2:19][CH2:20][S:21](=[O:24])(=[O:23])[CH2:22][C:17]=3[S:16][C:5]2=[N:6][C:7]=1[CH2:8][N:9]1[C:10](=[O:15])[CH2:11][CH2:12][C:13]1=[O:14]. The yield is 0.720. (4) The reactants are C(=N[NH:6][C:7]1[CH:12]=[CH:11][NH:10][C:9](=[O:13])[CH:8]=1)(CC)C.[C:14]1(O[C:14]2[CH:19]=CC=[CH:16][CH:15]=2)[CH:19]=CC=[CH:16][CH:15]=1. The catalyst is CCCCCC. The product is [CH3:19][C:14]1[NH:6][C:7]2[CH:12]=[CH:11][NH:10][C:9](=[O:13])[C:8]=2[C:15]=1[CH3:16]. The yield is 0.732.